From a dataset of Catalyst prediction with 721,799 reactions and 888 catalyst types from USPTO. Predict which catalyst facilitates the given reaction. (1) Reactant: [O:1]=[C:2]1[N:6]([C:7]2[N:12]=[CH:11][C:10]([CH:13]=[O:14])=[CH:9][CH:8]=2)[CH2:5][CH2:4][O:3]1.[BH4-].[Na+]. Product: [OH:14][CH2:13][C:10]1[CH:9]=[CH:8][C:7]([N:6]2[CH2:5][CH2:4][O:3][C:2]2=[O:1])=[N:12][CH:11]=1. The catalyst class is: 7. (2) Reactant: [Cl:1][CH2:2]/[CH:3]=[CH:4]/[CH2:5]Cl.[C:7]([NH2:18])(=[O:17])[C:8]1[C:9](=[CH:13][CH:14]=[CH:15][CH:16]=1)[C:10](N)=[O:11].[K].O. Product: [Cl:1][CH2:2][CH:3]=[CH:4][CH2:5][N:18]1[C:7](=[O:17])[C:8]2[C:9](=[CH:13][CH:14]=[CH:15][CH:16]=2)[C:10]1=[O:11]. The catalyst class is: 3.